Dataset: Forward reaction prediction with 1.9M reactions from USPTO patents (1976-2016). Task: Predict the product of the given reaction. Given the reactants [CH3:1][O:2][C:3](=[O:28])[CH2:4][O:5][C:6]1[CH:15]=[CH:14][C:13]([F:16])=[C:12]2[C:7]=1[C:8](=[O:27])[C:9]([CH2:19][C:20]1[CH:25]=[CH:24][C:23]([Br:26])=[CH:22][CH:21]=1)=[C:10]([CH2:17][CH3:18])[NH:11]2.Cl[C:30](OC(=O)C)([F:32])[F:31], predict the reaction product. The product is: [CH3:1][O:2][C:3](=[O:28])[CH2:4][O:5][C:6]1[CH:15]=[CH:14][C:13]([F:16])=[C:12]2[C:7]=1[C:8]([O:27][CH:30]([F:32])[F:31])=[C:9]([CH2:19][C:20]1[CH:21]=[CH:22][C:23]([Br:26])=[CH:24][CH:25]=1)[C:10]([CH2:17][CH3:18])=[N:11]2.